This data is from Forward reaction prediction with 1.9M reactions from USPTO patents (1976-2016). The task is: Predict the product of the given reaction. (1) Given the reactants Br[C:2]1[C:11]([CH2:12][CH2:13][CH2:14][O:15][Si:16]([C:19]([CH3:22])([CH3:21])[CH3:20])([CH3:18])[CH3:17])=[CH:10][C:9]2[C:8]([CH3:24])([CH3:23])[CH2:7][CH2:6][C:5]([CH3:26])([CH3:25])[C:4]=2[CH:3]=1.[Cu][C:28]#[N:29], predict the reaction product. The product is: [C:28]([C:2]1[C:11]([CH2:12][CH2:13][CH2:14][O:15][Si:16]([C:19]([CH3:22])([CH3:21])[CH3:20])([CH3:17])[CH3:18])=[CH:10][C:9]2[C:8]([CH3:24])([CH3:23])[CH2:7][CH2:6][C:5]([CH3:26])([CH3:25])[C:4]=2[CH:3]=1)#[N:29]. (2) Given the reactants C[O:2][C:3](=[O:45])[C:4]1[CH:9]=[CH:8][C:7]([O:10][C:11]2[CH:16]=[CH:15][C:14]([CH2:17][C@@H:18]([C:28]3[N:29]([CH2:41][CH2:42][CH2:43][CH3:44])[CH:30]=[C:31]([C:33]4[CH:38]=[CH:37][C:36]([Cl:39])=[CH:35][C:34]=4[Cl:40])[N:32]=3)[NH:19][C:20](=[O:27])[CH2:21][CH2:22][CH2:23][C:24](O)=[O:25])=[CH:13][CH:12]=2)=[CH:6][CH:5]=1.[C:46]([NH2:50])([CH3:49])([CH3:48])[CH3:47], predict the reaction product. The product is: [C:46]([NH:50][C:24]([CH2:23][CH2:22][CH2:21][C:20]([NH:19][C@H:18]([C:28]1[N:29]([CH2:41][CH2:42][CH2:43][CH3:44])[CH:30]=[C:31]([C:33]2[CH:38]=[CH:37][C:36]([Cl:39])=[CH:35][C:34]=2[Cl:40])[N:32]=1)[CH2:17][C:14]1[CH:15]=[CH:16][C:11]([O:10][C:7]2[CH:8]=[CH:9][C:4]([C:3]([OH:2])=[O:45])=[CH:5][CH:6]=2)=[CH:12][CH:13]=1)=[O:27])=[O:25])([CH3:49])([CH3:48])[CH3:47]. (3) Given the reactants [F:1][C:2]1[CH:7]=[CH:6][C:5]([O:8][C:9]2[CH:14]=[N:13][CH:12]=[CH:11][N:10]=2)=[CH:4][C:3]=1[C@:15]1([CH2:34][F:35])[CH2:20][C@@H:19]([C:21]([F:24])([F:23])[F:22])[O:18][C:17]([NH:25]C(=O)C2C=CC=CC=2)=[N:16]1.N12CCCN=C1CCCCC2, predict the reaction product. The product is: [F:1][C:2]1[CH:7]=[CH:6][C:5]([O:8][C:9]2[CH:14]=[N:13][CH:12]=[CH:11][N:10]=2)=[CH:4][C:3]=1[C@:15]1([CH2:34][F:35])[CH2:20][C@@H:19]([C:21]([F:23])([F:24])[F:22])[O:18][C:17]([NH2:25])=[N:16]1. (4) Given the reactants [Cl:1][C:2]1[CH:3]=[C:4]([Cl:12])[C:5]2[N:6]([N:8]=[C:9]([NH2:11])[N:10]=2)[CH:7]=1.Br[C:14]1[CH:19]=[CH:18][C:17]([N:20]2[CH:24]=[C:23]([CH3:25])[N:22]=[CH:21]2)=[C:16]([O:26][CH3:27])[CH:15]=1.C(Cl)Cl, predict the reaction product. The product is: [Cl:1][C:2]1[CH:3]=[C:4]([Cl:12])[C:5]2[N:6]([N:8]=[C:9]([NH:11][C:14]3[CH:19]=[CH:18][C:17]([N:20]4[CH:24]=[C:23]([CH3:25])[N:22]=[CH:21]4)=[C:16]([O:26][CH3:27])[CH:15]=3)[N:10]=2)[CH:7]=1. (5) Given the reactants [F:1][C:2]1[CH:7]=[CH:6][C:5]([N:8]2[C:12]([CH2:13][CH:14]([CH3:16])[CH3:15])=[CH:11][C:10]([C:17](OCC)=[O:18])=[N:9]2)=[CH:4][CH:3]=1.[H-].C([Al+]CC(C)C)C(C)C.Cl, predict the reaction product. The product is: [F:1][C:2]1[CH:3]=[CH:4][C:5]([N:8]2[C:12]([CH2:13][CH:14]([CH3:15])[CH3:16])=[CH:11][C:10]([CH:17]=[O:18])=[N:9]2)=[CH:6][CH:7]=1. (6) Given the reactants [NH2:1][C:2]1[C:11]([NH2:12])=[CH:10][C:9]([Br:13])=[C:8]([O:14][CH3:15])[C:3]=1[C:4]([O:6][CH3:7])=[O:5].[C:16](OCC)(=O)[CH:17]=[O:18], predict the reaction product. The product is: [Br:13][C:9]1[C:8]([O:14][CH3:15])=[C:3]([C:4]([O:6][CH3:7])=[O:5])[C:2]2[NH:1][C:17](=[O:18])[CH:16]=[N:12][C:11]=2[CH:10]=1. (7) Given the reactants C(N(CC)CC)C.CN(C1C=CC=CN=1)C.CN(C)[C:19](Cl)=[S:20].[CH:23]([C:25]1[C:33](O)=[CH:32][C:31]([CH:35]=C)=[C:30]2[C:26]=1[CH2:27][CH2:28][C:29]2=[O:37])=[CH2:24], predict the reaction product. The product is: [CH:23]([C:25]1[C:19]([SH:20])=[CH:35][C:31]([CH:32]=[CH2:33])=[C:30]2[C:26]=1[CH2:27][CH2:28][C:29]2=[O:37])=[CH2:24].